From a dataset of Full USPTO retrosynthesis dataset with 1.9M reactions from patents (1976-2016). Predict the reactants needed to synthesize the given product. Given the product [Br:1][C:2]1[CH:3]=[C:4]2[C:9](=[CH:10][C:11]=1[CH3:12])[N:8]=[CH:7][N:6]([N:13]([C:14]1[CH:15]=[C:16]([C:17]#[N:18])[CH:19]=[CH:20][C:21]=1[S:22][CH2:23][CH3:24])[C:38](=[O:44])[O:39][C:40]([CH3:43])([CH3:42])[CH3:41])[C:5]2=[O:25], predict the reactants needed to synthesize it. The reactants are: [Br:1][C:2]1[CH:3]=[C:4]2[C:9](=[CH:10][C:11]=1[CH3:12])[N:8]=[CH:7][N:6]([NH:13][C:14]1[CH:15]=[C:16]([CH:19]=[CH:20][C:21]=1[S:22][CH2:23][CH3:24])[C:17]#[N:18])[C:5]2=[O:25].BrC1C=C2C(C(=O)N(N(C3C=C(Cl)C=CC=3SCC)[C:38](=[O:44])[O:39][C:40]([CH3:43])([CH3:42])[CH3:41])C=N2)=CC=1C.